From a dataset of Full USPTO retrosynthesis dataset with 1.9M reactions from patents (1976-2016). Predict the reactants needed to synthesize the given product. Given the product [Br:15][C:10]1[CH:9]=[C:8]([S:5]([N:4]([CH:1]([CH3:3])[CH3:2])[CH3:19])(=[O:7])=[O:6])[CH:13]=[CH:12][C:11]=1[CH3:14], predict the reactants needed to synthesize it. The reactants are: [CH:1]([NH:4][S:5]([C:8]1[CH:13]=[CH:12][C:11]([CH3:14])=[C:10]([Br:15])[CH:9]=1)(=[O:7])=[O:6])([CH3:3])[CH3:2].[H-].[Na+].I[CH3:19].